This data is from Forward reaction prediction with 1.9M reactions from USPTO patents (1976-2016). The task is: Predict the product of the given reaction. (1) Given the reactants [Cl:1][C:2]1[CH:3]=[C:4]([CH:9]([CH:17]([OH:26])[C:18]2[CH:19]=[N:20][CH:21]=[C:22]([O:24][CH3:25])[CH:23]=2)[CH2:10][NH:11]C(=O)OCC)[CH:5]=[CH:6][C:7]=1[Cl:8].B, predict the reaction product. The product is: [NH2:11][CH2:10][CH:9]([C:4]1[CH:5]=[CH:6][C:7]([Cl:8])=[C:2]([Cl:1])[CH:3]=1)[CH:17]([C:18]1[CH:19]=[N:20][CH:21]=[C:22]([O:24][CH3:25])[CH:23]=1)[OH:26]. (2) Given the reactants [Cl:1][C:2]1[N:3]=[CH:4][C:5]2[CH:10]=[C:9]([CH:11](OCC)[O:12]CC)[N:8]([CH:18]([CH2:21][CH3:22])[CH2:19][CH3:20])[C:6]=2[N:7]=1.Cl.[OH-].[Na+].C([O-])(O)=O.[Na+], predict the reaction product. The product is: [Cl:1][C:2]1[N:3]=[CH:4][C:5]2[CH:10]=[C:9]([CH:11]=[O:12])[N:8]([CH:18]([CH2:21][CH3:22])[CH2:19][CH3:20])[C:6]=2[N:7]=1. (3) Given the reactants Br[CH2:2][C:3]([O:5]CCCC)=[O:4].[CH2:10]([NH:17][CH2:18][CH2:19][C:20]1[CH:25]=[CH:24][C:23]([O:26][CH2:27][CH2:28][CH2:29][CH2:30][C:31]2[CH:36]=[CH:35][CH:34]=[CH:33][CH:32]=2)=[CH:22][CH:21]=1)[C:11]1[CH:16]=[CH:15][CH:14]=[CH:13][CH:12]=1.C(N(CC)[CH:41]([CH3:43])[CH3:42])(C)C.O1CCC[CH2:47]1, predict the reaction product. The product is: [C:41]([O:5][C:3](=[O:4])[CH2:2][N:17]([CH2:10][C:11]1[CH:12]=[CH:13][CH:14]=[CH:15][CH:16]=1)[CH2:18][CH2:19][C:20]1[CH:25]=[CH:24][C:23]([O:26][CH2:27][CH2:28][CH2:29][CH2:30][C:31]2[CH:32]=[CH:33][CH:34]=[CH:35][CH:36]=2)=[CH:22][CH:21]=1)([CH3:42])([CH3:43])[CH3:47]. (4) Given the reactants [CH3:1][O:2][C:3]1[C:16]([O:17][CH3:18])=[CH:15][CH:14]=[C:13]([C:19]2[CH:20]=[C:21]3[C:25](=[CH:26][CH:27]=2)[C:24](=[O:28])[O:23][CH2:22]3)[C:4]=1[O:5][CH2:6][C:7]([CH3:12])([CH3:11])[C:8](O)=[O:9].Cl.CN(C)CCCN=C=NCC.C(N(CC)CC)C.O.O[N:50]1[C:54]2[CH:55]=CC=C[C:53]=2N=N1.C(N)(C)C, predict the reaction product. The product is: [CH3:1][O:2][C:3]1[C:16]([O:17][CH3:18])=[CH:15][CH:14]=[C:13]([C:19]2[CH:20]=[C:21]3[C:25](=[CH:26][CH:27]=2)[C:24](=[O:28])[O:23][CH2:22]3)[C:4]=1[O:5][CH2:6][C:7]([CH3:11])([CH3:12])[C:8]([NH:50][CH:54]([CH3:55])[CH3:53])=[O:9]. (5) Given the reactants [CH2:1]([O:8][C:9]([N:11]1[CH2:16][CH2:15][CH:14]([NH:17]C(OC(C)(C)C)=O)[CH2:13][CH2:12]1)=[O:10])[C:2]1[CH:7]=[CH:6][CH:5]=[CH:4][CH:3]=1.C(O)(C(F)(F)F)=O, predict the reaction product. The product is: [CH2:1]([O:8][C:9]([N:11]1[CH2:16][CH2:15][CH:14]([NH2:17])[CH2:13][CH2:12]1)=[O:10])[C:2]1[CH:7]=[CH:6][CH:5]=[CH:4][CH:3]=1.